Dataset: Reaction yield outcomes from USPTO patents with 853,638 reactions. Task: Predict the reaction yield, written as a fraction of the theoretical maximum amount of product (1.0 means a 100% yield; for example, 0.34 means a 34% yield). (1) The reactants are [N:1]1[CH:6]=[CH:5][C:4]([CH2:7][NH:8][C:9]([C:11]2[CH:16]=[C:15]([C:17]3[CH:18]=[C:19]4[C:23](=[CH:24][CH:25]=3)[NH:22][C:21]([C:26]([OH:28])=O)=[CH:20]4)[CH:14]=[CH:13][N:12]=2)=[O:10])=[CH:3][CH:2]=1.CN(C(O[N:37]1N=N[C:39]2C=CC=N[C:38]1=2)=[N+](C)C)C.F[P-](F)(F)(F)(F)F.C(N(CC)C(C)C)(C)C.C(N)C. The catalyst is CN(C)C=O.C(OCC)(=O)C. The product is [CH2:38]([NH:37][C:26]([C:21]1[NH:22][C:23]2[C:19]([CH:20]=1)=[CH:18][C:17]([C:15]1[CH:14]=[CH:13][N:12]=[C:11]([C:9](=[O:10])[NH:8][CH2:7][C:4]3[CH:3]=[CH:2][N:1]=[CH:6][CH:5]=3)[CH:16]=1)=[CH:25][CH:24]=2)=[O:28])[CH3:39]. The yield is 0.190. (2) The reactants are [Br:1][CH2:2][CH2:3][CH2:4][CH2:5][CH2:6][CH2:7][CH2:8][CH2:9]C=O.[CH3:12][O:13][CH:14](OC)[O:15][CH3:16].Cl. The catalyst is O1CCOCC1.C(=O)(O)[O-].[Na+].CO. The product is [Br:1][CH2:2][CH2:3][CH2:4][CH2:5][CH2:6][CH2:7][CH2:8][CH2:9][CH:14]([O:15][CH3:16])[O:13][CH3:12]. The yield is 0.970. (3) The catalyst is O. The yield is 0.940. The reactants are Cl[C:2]1[CH:7]=[C:6]([Cl:8])[N:5]=[CH:4][N:3]=1.[F:9][C:10]1[CH:15]=[C:14]([N+:16]([O-:18])=[O:17])[CH:13]=[CH:12][C:11]=1[OH:19].CN(C=O)C.C(=O)([O-])[O-].[K+].[K+]. The product is [Cl:8][C:6]1[CH:7]=[C:2]([O:19][C:11]2[CH:12]=[CH:13][C:14]([N+:16]([O-:18])=[O:17])=[CH:15][C:10]=2[F:9])[N:3]=[CH:4][N:5]=1. (4) The reactants are [Cl:1][CH2:2][C:3]([NH:5][C:6]1[CH:11]=[CH:10][CH:9]=[CH:8][N:7]=1)=[O:4].[C:12]1([C@@H:18]([NH:30][C:31]2[CH:36]=[CH:35][CH:34]=[CH:33][CH:32]=2)[C:19]([O:21][C@@H:22]2[CH:27]3[CH2:28][CH2:29][N:24]([CH2:25][CH2:26]3)[CH2:23]2)=[O:20])[CH:17]=[CH:16][CH:15]=[CH:14][CH:13]=1. The catalyst is CCOC(C)=O. The product is [Cl-:1].[O:4]=[C:3]([NH:5][C:6]1[CH:11]=[CH:10][CH:9]=[CH:8][N:7]=1)[CH2:2][N+:24]12[CH2:25][CH2:26][CH:27]([CH2:28][CH2:29]1)[C@@H:22]([O:21][C:19](=[O:20])[C@@H:18]([C:12]1[CH:17]=[CH:16][CH:15]=[CH:14][CH:13]=1)[NH:30][C:31]1[CH:36]=[CH:35][CH:34]=[CH:33][CH:32]=1)[CH2:23]2. The yield is 0.382. (5) The reactants are [C:1]([O:4][C@H:5]([CH3:20])[CH2:6][CH2:7][CH2:8][CH2:9][N:10]1[C:15](=[O:16])[CH:14]=[C:13]([NH2:17])[N:12]([CH3:18])[C:11]1=[O:19])(=[O:3])[CH3:2].[CH2:21]=[C:22]1O[C:24](=[O:25])[CH2:23]1.C1(C=CC(O)=CC=1)O. The catalyst is ClC(Cl)C. The product is [C:1]([O:4][C@H:5]([CH3:20])[CH2:6][CH2:7][CH2:8][CH2:9][N:10]1[C:15](=[O:16])[C:14]2[C:24](=[O:25])[CH:23]=[C:22]([CH3:21])[NH:17][C:13]=2[N:12]([CH3:18])[C:11]1=[O:19])(=[O:3])[CH3:2]. The yield is 0.390. (6) The reactants are [OH:1][C:2]1[CH:7]=[CH:6][N:5]([C:8]2[CH:13]=[CH:12][C:11]([S:14]([CH3:17])(=[O:16])=[O:15])=[CH:10][CH:9]=2)[C:4](=[O:18])[CH:3]=1.[CH3:19][C@H:20]1[CH2:25][C@@H:24](OS(C)(=O)=O)[CH2:23][CH2:22][N:21]1[C:31]([O:33][C:34]([CH3:37])([CH3:36])[CH3:35])=[O:32].C(=O)([O-])[O-].[K+].[K+]. The catalyst is CN(C=O)C.CCOC(C)=O.O. The product is [CH3:19][CH:20]1[CH2:25][CH:24]([O:1][C:2]2[CH:7]=[CH:6][N:5]([C:8]3[CH:9]=[CH:10][C:11]([S:14]([CH3:17])(=[O:16])=[O:15])=[CH:12][CH:13]=3)[C:4](=[O:18])[CH:3]=2)[CH2:23][CH2:22][N:21]1[C:31]([O:33][C:34]([CH3:35])([CH3:37])[CH3:36])=[O:32]. The yield is 0.104. (7) The reactants are [Cl:1][C:2]1[CH:3]=[CH:4][C:5]2[O:9][C:8]([C:10]3[C:11]([F:30])=[CH:12][C:13]([F:29])=[C:14]([C@:16]4([CH3:28])[C:22]([F:24])([F:23])[C:21]([CH3:26])([CH3:25])[O:20][CH2:19][C:18](=S)[NH:17]4)[CH:15]=3)=[N:7][C:6]=2[CH:31]=1.[NH3:32].C(OO)(C)(C)C. No catalyst specified. The product is [Cl:1][C:2]1[CH:3]=[CH:4][C:5]2[O:9][C:8]([C:10]3[C:11]([F:30])=[CH:12][C:13]([F:29])=[C:14]([C@:16]4([CH3:28])[C:22]([F:24])([F:23])[C:21]([CH3:26])([CH3:25])[O:20][CH2:19][C:18]([NH2:32])=[N:17]4)[CH:15]=3)=[N:7][C:6]=2[CH:31]=1. The yield is 0.430. (8) The reactants are [CH3:1][S:2][C:3]1[CH:4]=[C:5]([NH2:10])[C:6]([NH2:9])=[CH:7][CH:8]=1.[CH:11](O)=O.C([O-])(O)=O.[Na+]. The catalyst is Cl. The product is [CH3:1][S:2][C:3]1[CH:8]=[CH:7][C:6]2[N:9]=[CH:11][NH:10][C:5]=2[CH:4]=1. The yield is 0.990.